From a dataset of Tyrosyl-DNA phosphodiesterase HTS with 341,365 compounds. Binary Classification. Given a drug SMILES string, predict its activity (active/inactive) in a high-throughput screening assay against a specified biological target. (1) The compound is s1c(NC(=O)Cn2c3c(n(c(=O)n(c3=O)C)C)nc2)ncc1. The result is 0 (inactive). (2) The molecule is Clc1ccc(S(=O)(=O)N(CC(OCC(=O)c2c(n(c(c2)C)Cc2sccc2)C)=O)C)cc1. The result is 0 (inactive). (3) The drug is s1cc(nc1NC(=S)NC(=O)CC(C)C)c1c2c(ccc1)cccc2. The result is 0 (inactive).